Dataset: Forward reaction prediction with 1.9M reactions from USPTO patents (1976-2016). Task: Predict the product of the given reaction. (1) Given the reactants [F:1][C:2]1[CH:7]=[CH:6][CH:5]=[C:4]([F:8])[C:3]=1[C:9]1[CH:10]=[C:11]2[C:15](=[CH:16][CH:17]=1)[N:14]([CH:18]1[CH2:23][CH2:22][CH2:21][CH2:20][O:19]1)[N:13]=[C:12]2[C:24]1[N:29]=[C:28]([N:30]2[CH2:35][CH2:34][C@H:33]([OH:36])[C@H:32]([OH:37])[CH2:31]2)[CH:27]=[N:26][CH:25]=1, predict the reaction product. The product is: [F:8][C:4]1[CH:5]=[CH:6][CH:7]=[C:2]([F:1])[C:3]=1[C:9]1[CH:10]=[C:11]2[C:15](=[CH:16][CH:17]=1)[NH:14][N:13]=[C:12]2[C:24]1[N:29]=[C:28]([N:30]2[CH2:35][CH2:34][C@H:33]([OH:36])[C@H:32]([OH:37])[CH2:31]2)[CH:27]=[N:26][CH:25]=1.[F:1][C:2]1[CH:7]=[CH:6][CH:5]=[C:4]([F:8])[C:3]=1[C:9]1[CH:10]=[C:11]2[C:15](=[CH:16][CH:17]=1)[N:14]([CH:18]1[CH2:23][CH2:22][CH2:21][CH2:20][O:19]1)[N:13]=[C:12]2[C:24]1[N:29]=[C:28]([N:30]2[CH2:35][CH2:34][CH:33]([OH:36])[CH:32]([OH:37])[CH2:31]2)[CH:27]=[N:26][CH:25]=1. (2) Given the reactants [C:1]([N:8]1[CH2:15][CH:14]([OH:16])[CH2:13][C@H:9]1[C:10]([OH:12])=[O:11])([O:3][C:4]([CH3:7])([CH3:6])[CH3:5])=[O:2].CC([O-])(C)C.[K+].Cl[C:24]1[C:33]2[C:28](=[CH:29][C:30]([O:34][CH3:35])=[CH:31][CH:32]=2)[N:27]=[C:26]([C:36]2[CH:41]=[CH:40][CH:39]=[CH:38][N:37]=2)[CH:25]=1, predict the reaction product. The product is: [C:4]([O:3][C:1]([N:8]1[CH2:15][CH:14]([O:16][C:24]2[C:33]3[C:28](=[CH:29][C:30]([O:34][CH3:35])=[CH:31][CH:32]=3)[N:27]=[C:26]([C:36]3[CH:41]=[CH:40][CH:39]=[CH:38][N:37]=3)[CH:25]=2)[CH2:13][CH:9]1[C:10]([OH:12])=[O:11])=[O:2])([CH3:7])([CH3:6])[CH3:5]. (3) Given the reactants Cl[C:2]1[N:3]=[C:4]([N:23]2[CH2:28][CH2:27][O:26][CH2:25][CH2:24]2)[C:5]2[CH:10]=[C:9]([CH2:11][N:12]3[CH2:17][CH2:16][CH:15]([C:18]([N:20]([CH3:22])[CH3:21])=[O:19])[CH2:14][CH2:13]3)[S:8][C:6]=2[N:7]=1.[N:29]1[CH:34]=[C:33](B(O)O)[CH:32]=[N:31][CH:30]=1, predict the reaction product. The product is: [CH3:21][N:20]([CH3:22])[C:18]([CH:15]1[CH2:16][CH2:17][N:12]([CH2:11][C:9]2[S:8][C:6]3[N:7]=[C:2]([C:33]4[CH:34]=[N:29][CH:30]=[N:31][CH:32]=4)[N:3]=[C:4]([N:23]4[CH2:28][CH2:27][O:26][CH2:25][CH2:24]4)[C:5]=3[CH:10]=2)[CH2:13][CH2:14]1)=[O:19]. (4) The product is: [F:21][C:19]1([F:22])[O:18][C:17]2[CH:23]=[CH:24][C:14]([C:11]3([C:9]([NH:8][C:6]4[N:7]=[C:2]([C:31]5[CH:30]=[N:29][C:28]([O:27][CH3:26])=[C:33]([CH3:34])[CH:32]=5)[C:3]([CH3:25])=[CH:4][CH:5]=4)=[O:10])[CH2:13][CH2:12]3)=[CH:15][C:16]=2[O:20]1. Given the reactants Cl[C:2]1[N:7]=[C:6]([NH:8][C:9]([C:11]2([C:14]3[CH:24]=[CH:23][C:17]4[O:18][C:19]([F:22])([F:21])[O:20][C:16]=4[CH:15]=3)[CH2:13][CH2:12]2)=[O:10])[CH:5]=[CH:4][C:3]=1[CH3:25].[CH3:26][O:27][C:28]1[C:33]([CH3:34])=[CH:32][C:31](B2OC(C)(C)C(C)(C)O2)=[CH:30][N:29]=1.C(=O)([O-])[O-].[Na+].[Na+], predict the reaction product. (5) The product is: [C:47]1([N:33]2[CH2:34][CH2:35][N:36]([C:37]([O:38][CH2:39][C:40]3[CH:45]=[CH:44][CH:43]=[CH:42][CH:41]=3)=[O:46])[CH2:30][C:31]2=[O:32])[C:56]2[C:51](=[CH:52][CH:53]=[CH:54][CH:55]=2)[CH:50]=[CH:49][CH:48]=1. Given the reactants BrCC(N(C1C=CC=CC=1C)CCNC(=O)OC(C)(C)C)=O.C(=O)([O-])[O-].[K+].[K+].Br[CH2:30][C:31]([N:33]([C:47]1[C:56]2[C:51](=[CH:52][CH:53]=[CH:54][CH:55]=2)[CH:50]=[CH:49][CH:48]=1)[CH2:34][CH2:35][NH:36][C:37](=[O:46])[O:38][CH2:39][C:40]1[CH:45]=[CH:44][CH:43]=[CH:42][CH:41]=1)=[O:32], predict the reaction product.